This data is from NCI-60 drug combinations with 297,098 pairs across 59 cell lines. The task is: Regression. Given two drug SMILES strings and cell line genomic features, predict the synergy score measuring deviation from expected non-interaction effect. (1) Drug 1: CC12CCC(CC1=CCC3C2CCC4(C3CC=C4C5=CN=CC=C5)C)O. Drug 2: CC1=C(C=C(C=C1)NC2=NC=CC(=N2)N(C)C3=CC4=NN(C(=C4C=C3)C)C)S(=O)(=O)N.Cl. Cell line: HOP-92. Synergy scores: CSS=10.8, Synergy_ZIP=-1.80, Synergy_Bliss=4.22, Synergy_Loewe=4.89, Synergy_HSA=4.35. (2) Drug 1: CCC1(CC2CC(C3=C(CCN(C2)C1)C4=CC=CC=C4N3)(C5=C(C=C6C(=C5)C78CCN9C7C(C=CC9)(C(C(C8N6C)(C(=O)OC)O)OC(=O)C)CC)OC)C(=O)OC)O.OS(=O)(=O)O. Drug 2: CC12CCC3C(C1CCC2O)C(CC4=C3C=CC(=C4)O)CCCCCCCCCS(=O)CCCC(C(F)(F)F)(F)F. Cell line: T-47D. Synergy scores: CSS=20.5, Synergy_ZIP=4.07, Synergy_Bliss=6.11, Synergy_Loewe=4.62, Synergy_HSA=5.01.